The task is: Predict which catalyst facilitates the given reaction.. This data is from Catalyst prediction with 721,799 reactions and 888 catalyst types from USPTO. (1) Reactant: [Cl:1][C:2]1[CH:3]=[C:4]([C@@H:12]([CH2:22][CH:23]2[CH2:27][CH2:26][CH2:25][CH2:24]2)[C:13]([NH:15][C:16]2[CH:20]=[CH:19][N:18]([CH3:21])[N:17]=2)=[O:14])[CH:5]=[CH:6][C:7]=1[S:8]([CH3:11])(=[O:10])=[O:9].C(Cl)(=O)C(Cl)=O.N1C(C)=CC=CC=1C.C(N1C=CC(N)=N1)[CH2:43][CH:44]([CH3:46])[CH3:45]. Product: [Cl:1][C:2]1[CH:3]=[C:4]([C@@H:12]([CH2:22][CH:23]2[CH2:24][CH2:25][CH2:26][CH2:27]2)[C:13]([NH:15][C:16]2[CH:20]=[CH:19][N:18]([CH2:21][CH2:43][CH:44]([CH3:46])[CH3:45])[N:17]=2)=[O:14])[CH:5]=[CH:6][C:7]=1[S:8]([CH3:11])(=[O:10])=[O:9]. The catalyst class is: 2. (2) Reactant: [C:1]1([C:7]2[CH:8]=[N:9][N:10]([CH2:12][CH2:13][C@@:14]([CH3:24])([S:20]([CH3:23])(=[O:22])=[O:21])[C:15]([O:17]CC)=[O:16])[CH:11]=2)[CH2:6][CH2:5][CH2:4][CH2:3][CH:2]=1.[Li+].[OH-]. Product: [C:1]1([C:7]2[CH:8]=[N:9][N:10]([CH2:12][CH2:13][C@@:14]([CH3:24])([S:20]([CH3:23])(=[O:21])=[O:22])[C:15]([OH:17])=[O:16])[CH:11]=2)[CH2:6][CH2:5][CH2:4][CH2:3][CH:2]=1. The catalyst class is: 200. (3) Reactant: [Cl:1][C:2]1[CH:3]=[C:4]2[C:9](=[CH:10][C:11]=1[C:12]([N:14]1[CH2:18][CH2:17][CH2:16][CH2:15]1)=[O:13])[N:8]=[CH:7][N:6]=[C:5]2[NH:19][CH:20]([C:26]1[N:30](C(OC(C)(C)C)=O)[C:29]2[CH:38]=[CH:39][C:40]([Cl:42])=[CH:41][C:28]=2[N:27]=1)[CH2:21][CH2:22][C:23]([OH:25])=O.[NH2:43][CH:44]1[CH2:49][CH2:48][N:47](C(OC(C)(C)C)=O)[CH2:46][CH2:45]1.CN(C(ON1N=NC2C=CC=CC1=2)=[N+](C)C)C.[B-](F)(F)(F)F.FC(F)(F)C(O)=O. Product: [Cl:1][C:2]1[CH:3]=[C:4]2[C:9](=[CH:10][C:11]=1[C:12]([N:14]1[CH2:15][CH2:16][CH2:17][CH2:18]1)=[O:13])[N:8]=[CH:7][N:6]=[C:5]2[NH:19][CH:20]([C:26]1[NH:30][C:29]2[CH:38]=[CH:39][C:40]([Cl:42])=[CH:41][C:28]=2[N:27]=1)[CH2:21][CH2:22][C:23]([NH:43][CH:44]1[CH2:49][CH2:48][NH:47][CH2:46][CH2:45]1)=[O:25]. The catalyst class is: 783. (4) Reactant: [CH3:1][O:2][C:3]1[CH:8]=[CH:7][C:6]([N:9]=[C:10]=[O:11])=[CH:5][CH:4]=1.[N:12]1[CH:17]=[CH:16][CH:15]=[C:14]([NH:18][CH2:19][CH:20]2[NH:25][CH2:24][CH2:23][N:22]([C:26]([O:28][C:29]([CH3:32])([CH3:31])[CH3:30])=[O:27])[CH2:21]2)[CH:13]=1. Product: [CH3:1][O:2][C:3]1[CH:4]=[CH:5][C:6]([NH:9][C:10]([N:25]2[CH2:24][CH2:23][N:22]([C:26]([O:28][C:29]([CH3:30])([CH3:31])[CH3:32])=[O:27])[CH2:21][CH:20]2[CH2:19][NH:18][C:14]2[CH:13]=[N:12][CH:17]=[CH:16][CH:15]=2)=[O:11])=[CH:7][CH:8]=1. The catalyst class is: 2.